From a dataset of Full USPTO retrosynthesis dataset with 1.9M reactions from patents (1976-2016). Predict the reactants needed to synthesize the given product. Given the product [Cl:30][C:18]1[CH:19]=[CH:20][C:15]([O:14][CH:11]2[CH2:12][CH2:13][NH:8][CH2:9][C:10]2([CH3:23])[CH3:22])=[CH:16][CH:17]=1, predict the reactants needed to synthesize it. The reactants are: C(OC([N:8]1[CH2:13][CH2:12][CH:11]([O:14][C:15]2[CH:20]=[CH:19][C:18](N)=[CH:17][CH:16]=2)[C:10]([CH3:23])([CH3:22])[CH2:9]1)=O)(C)(C)C.N([O-])=O.[Na+].[OH-].[Na+].[ClH:30].O.